This data is from Forward reaction prediction with 1.9M reactions from USPTO patents (1976-2016). The task is: Predict the product of the given reaction. (1) Given the reactants [OH:1][C@@H:2]([CH3:6])[C:3]([NH2:5])=[O:4].[H-].[Na+].[O:9]1[C:13]2[CH:14]=[CH:15][CH:16]=[CH:17][C:12]=2[CH:11]=[C:10]1[C:18]1[N:22]2[N:23]=[C:24](Cl)[CH:25]=[CH:26][C:21]2=[N:20][CH:19]=1, predict the reaction product. The product is: [O:9]1[C:13]2[CH:14]=[CH:15][CH:16]=[CH:17][C:12]=2[CH:11]=[C:10]1[C:18]1[N:22]2[N:23]=[C:24]([NH:5][C:3](=[O:4])[C@@H:2]([OH:1])[CH3:6])[CH:25]=[CH:26][C:21]2=[N:20][CH:19]=1. (2) Given the reactants C([O:3][C:4]([C:6]1[N:7]=[C:8]([N:11]([C:19](=[O:28])[C:20]2[CH:25]=[CH:24][C:23]([Cl:26])=[CH:22][C:21]=2[Cl:27])[C:12]2[CH:17]=[CH:16][C:15]([Cl:18])=[CH:14][CH:13]=2)[S:9][CH:10]=1)=[O:5])C.C(O)(=O)C.Cl, predict the reaction product. The product is: [Cl:18][C:15]1[CH:16]=[CH:17][C:12]([N:11]([C:19](=[O:28])[C:20]2[CH:25]=[CH:24][C:23]([Cl:26])=[CH:22][C:21]=2[Cl:27])[C:8]2[S:9][CH:10]=[C:6]([C:4]([OH:5])=[O:3])[N:7]=2)=[CH:13][CH:14]=1. (3) Given the reactants [C:1]([O:5][C:6]([NH:8][CH:9]([CH2:14][CH2:15][CH:16](OS(C)(=O)=O)[CH2:17][NH:18][C:19]([O:21][CH2:22][C:23]1[CH:28]=[CH:27][C:26]([N+:29]([O-:31])=[O:30])=[CH:25][CH:24]=1)=[O:20])[C:10]([O:12][CH3:13])=[O:11])=[O:7])([CH3:4])([CH3:3])[CH3:2].[C:37]([O-:40])(=[S:39])[CH3:38].[K+].O, predict the reaction product. The product is: [CH3:13][O:12][C:10](=[O:11])[CH:9]([NH:8][C:6]([O:5][C:1]([CH3:4])([CH3:3])[CH3:2])=[O:7])[CH2:14][CH2:15][CH:16]([S:39][C:37](=[O:40])[CH3:38])[CH2:17][NH:18][C:19]([O:21][CH2:22][C:23]1[CH:28]=[CH:27][C:26]([N+:29]([O-:31])=[O:30])=[CH:25][CH:24]=1)=[O:20]. (4) Given the reactants [NH:1]1[CH:5]=[C:4]([B:6]2[O:14][C:11]([CH3:13])([CH3:12])[C:8]([CH3:10])([CH3:9])[O:7]2)[CH:3]=[N:2]1.[N:15]1[CH:20]=[CH:19][CH:18]=[C:17]([CH2:21]Cl)[CH:16]=1.CN1CCOCC1, predict the reaction product. The product is: [CH3:12][C:11]1([CH3:13])[C:8]([CH3:9])([CH3:10])[O:7][B:6]([C:4]2[CH:3]=[N:2][N:1]([CH2:21][C:17]3[CH:16]=[N:15][CH:20]=[CH:19][CH:18]=3)[CH:5]=2)[O:14]1. (5) Given the reactants [Cl:1][C:2]1[CH:7]=[C:6]([C:8]2[O:9][C:10]([CH3:13])=[CH:11][CH:12]=2)[CH:5]=[CH:4][C:3]=1[S:14]([NH:17][C:18]1[CH:19]=[C:20]([NH:26][C:27](=[O:39])[C@H:28]([N:30](C)[C:31](=O)OC(C)(C)C)[CH3:29])[CH:21]=[CH:22][C:23]=1[O:24][CH3:25])(=[O:16])=[O:15].Cl.C(OCC)C, predict the reaction product. The product is: [ClH:1].[Cl:1][C:2]1[CH:7]=[C:6]([C:8]2[O:9][C:10]([CH3:13])=[CH:11][CH:12]=2)[CH:5]=[CH:4][C:3]=1[S:14]([NH:17][C:18]1[CH:19]=[C:20]([NH:26][C:27](=[O:39])[C@@H:28]([CH3:29])[NH:30][CH3:31])[CH:21]=[CH:22][C:23]=1[O:24][CH3:25])(=[O:15])=[O:16]. (6) Given the reactants [CH3:1][C:2]1[C:7]([NH2:8])=[CH:6][CH:5]=[C:4]([N:9]2[CH2:13][CH2:12][C@H:11]([N:14]3[CH2:18][CH2:17][CH2:16][C@@H:15]3[CH3:19])[CH2:10]2)[N:3]=1.[CH3:20][O:21][C:22]([C:24]1([CH2:30][CH:31]=O)[CH2:29][CH2:28][O:27][CH2:26][CH2:25]1)=[O:23].C(O)(=O)C.[BH-](OC(C)=O)(OC(C)=O)OC(C)=O.[Na+], predict the reaction product. The product is: [CH3:20][O:21][C:22]([C:24]1([CH2:30][CH2:31][NH:8][C:7]2[C:2]([CH3:1])=[N:3][C:4]([N:9]3[CH2:13][CH2:12][C@H:11]([N:14]4[CH2:18][CH2:17][CH2:16][C@@H:15]4[CH3:19])[CH2:10]3)=[CH:5][CH:6]=2)[CH2:25][CH2:26][O:27][CH2:28][CH2:29]1)=[O:23].